Task: Predict the reactants needed to synthesize the given product.. Dataset: Full USPTO retrosynthesis dataset with 1.9M reactions from patents (1976-2016) (1) The reactants are: [NH2:1][C:2]1[N:3]=[CH:4][C:5]([C:22]2[CH:27]=[CH:26][C:25]([S:28]([CH:31]([CH3:35])[CH2:32]CO)(=[O:30])=[O:29])=[CH:24][CH:23]=2)=[N:6][C:7]=1[C:8]1[O:9][C:10](C2C=CC(CNC)=CC=2)=[N:11][N:12]=1.[NH2:36][CH2:37][C:38]1[CH:39]=[C:40](C2OC(C3C(N)=NC=C(C4C=CC=CC=4S(C)=O)N=3)=NN=2)[CH:41]=[CH:42][CH:43]=1.FC1C=C(C2N=C(C3OC(C4C=CC(CNC)=CC=4F)=NN=3)C(N)=NC=2)C=CC=1S(C(C)C)(=O)=O.ClC1C=C(C2N=C(C3OC(C4C=CC(CNC)=CC=4F)=NN=3)C(N)=NC=2)C=CC=1S(C(C)C)(=O)=O.NC1N=CC(C2C=CC(S(C(C)CCO)(=O)=O)=CC=2)=NC=1C1OC(C2C=CC(CNC)=CC=2F)=NN=1. Given the product [NH2:36][CH2:37][C:38]1[CH:43]=[C:42]([C:10]2[O:9][C:8]([C:7]3[C:2]([NH2:1])=[N:3][CH:4]=[C:5]([C:22]4[CH:23]=[CH:24][C:25]([S:28]([CH:31]([CH3:32])[CH3:35])(=[O:30])=[O:29])=[CH:26][CH:27]=4)[N:6]=3)=[N:12][N:11]=2)[CH:41]=[CH:40][CH:39]=1, predict the reactants needed to synthesize it. (2) Given the product [NH:26]1[C:25]2[CH2:24][CH2:23][NH:22][C:21](=[O:27])[C:20]=2[CH:19]=[CH:18]1, predict the reactants needed to synthesize it. The reactants are: Cl.N[C@@H]1C[C@H](NC2C(C)=NC3C(N=2)=C([C:18]2[NH:26][C:25]4[CH2:24][CH2:23][NH:22][C:21](=[O:27])[C:20]=4[CH:19]=2)C=CC=3)C1.ClC(Cl)(Cl)S(OCC(F)(F)F)(=O)=O.CCN(C(C)C)C(C)C. (3) Given the product [CH3:1][S:2]([C:5]1[CH:6]=[C:7]([CH:11]2[CH2:16][CH2:15][N:14]([CH2:18][CH3:19])[CH2:13][CH2:12]2)[CH:8]=[CH:9][CH:10]=1)(=[O:4])=[O:3], predict the reactants needed to synthesize it. The reactants are: [CH3:1][S:2]([C:5]1[CH:6]=[C:7]([CH:11]2[CH2:16][CH2:15][NH:14][CH2:13][CH2:12]2)[CH:8]=[CH:9][CH:10]=1)(=[O:4])=[O:3].I[CH2:18][CH3:19].Cl. (4) Given the product [Br:1][C:2]1[C:11]([CH2:12][CH2:13][C:14]([F:17])([F:16])[F:15])=[CH:10][C:9]2[C:4](=[CH:5][CH:6]=[C:7]([O:18][CH3:19])[CH:8]=2)[C:3]=1[O:20][CH2:21][O:22][CH3:23], predict the reactants needed to synthesize it. The reactants are: [Br:1][C:2]1[C:11]([CH2:12][CH2:13][C:14]([F:17])([F:16])[F:15])=[CH:10][C:9]2[C:4](=[CH:5][CH:6]=[C:7]([O:18][CH3:19])[CH:8]=2)[C:3]=1[OH:20].[CH3:21][O:22][CH2:23]Cl.C(N(C(C)C)CC)(C)C. (5) Given the product [Cl:18][C:19]1[CH:29]=[CH:28][C:27]([CH2:30][NH:31][C:32](=[O:37])[C:33]([F:36])([F:35])[F:34])=[CH:26][C:20]=1[C:21]1[NH:23][C:24](=[O:25])[N:8]([C:5]2[CH:6]=[CH:7][C:2]([Cl:1])=[C:3]([F:17])[CH:4]=2)[N:9]=1, predict the reactants needed to synthesize it. The reactants are: [Cl:1][C:2]1[CH:7]=[CH:6][C:5]([NH:8][NH:9]C(OC(C)(C)C)=O)=[CH:4][C:3]=1[F:17].[Cl:18][C:19]1[CH:29]=[CH:28][C:27]([CH2:30][NH:31][C:32](=[O:37])[C:33]([F:36])([F:35])[F:34])=[CH:26][C:20]=1[C:21]([N:23]=[C:24]=[O:25])=O.FC(F)(F)C(O)=O.